Dataset: Full USPTO retrosynthesis dataset with 1.9M reactions from patents (1976-2016). Task: Predict the reactants needed to synthesize the given product. (1) Given the product [NH2:9][CH2:2][C:3]1([OH:1])[CH2:8][CH2:7][O:6][CH2:5][CH2:4]1, predict the reactants needed to synthesize it. The reactants are: [O:1]1[C:3]2([CH2:8][CH2:7][O:6][CH2:5][CH2:4]2)[CH2:2]1.[NH4+:9].[OH-]. (2) Given the product [Br:14][C:13]1[C:7]2[C:8](=[CH:9][N:10]=[C:5]([C:3]([OH:4])=[O:2])[CH:6]=2)[S:11][CH:12]=1, predict the reactants needed to synthesize it. The reactants are: C[O:2][C:3]([C:5]1[CH:6]=[C:7]2[C:13]([Br:14])=[CH:12][S:11][C:8]2=[CH:9][N:10]=1)=[O:4].CO.[OH-].[Na+]. (3) Given the product [C:1]([O:5][C:6]([N:8]1[CH:15]2[CH:11]([N:12]([C:19]([O:21][CH2:22][C:23]3[CH:24]=[CH:25][CH:26]=[CH:27][CH:28]=3)=[O:20])[CH2:13][CH:14]2[C:16](=[O:18])[NH:60][C:61]2[C:70]3[C:65](=[CH:66][CH:67]=[CH:68][CH:69]=3)[CH:64]=[CH:63][CH:62]=2)[CH2:10][CH2:9]1)=[O:7])([CH3:2])([CH3:3])[CH3:4], predict the reactants needed to synthesize it. The reactants are: [C:1]([O:5][C:6]([N:8]1[CH:15]2[CH:11]([N:12]([C:19]([O:21][CH2:22][C:23]3[CH:28]=[CH:27][CH:26]=[CH:25][CH:24]=3)=[O:20])[CH2:13][CH:14]2[C:16]([OH:18])=O)[CH2:10][CH2:9]1)=[O:7])([CH3:4])([CH3:3])[CH3:2].CN(C(ON1N=NC2C=CC=NC1=2)=[N+](C)C)C.F[P-](F)(F)(F)(F)F.CN1CCOCC1.[NH2:60][C:61]1[C:70]2[C:65](=[CH:66][CH:67]=[CH:68][CH:69]=2)[CH:64]=[CH:63][CH:62]=1. (4) Given the product [CH3:19][O:18][C:13]1[CH:14]=[CH:15][CH:16]=[CH:17][C:12]=1[O:11][CH:5]1[C:4](=[O:20])[NH:33][C:31]([C:34]2[N:39]=[CH:38][CH:37]=[CH:36][N:35]=2)=[N:32][C:6]1=[O:8], predict the reactants needed to synthesize it. The reactants are: C(O[C:4](=[O:20])[CH:5]([O:11][C:12]1[CH:17]=[CH:16][CH:15]=[CH:14][C:13]=1[O:18][CH3:19])[C:6]([O:8]CC)=O)C.C1(S(O)(=O)=O)C=CC=CC=1.[C:31]([C:34]1[N:39]=[CH:38][CH:37]=[CH:36][N:35]=1)(=[NH:33])[NH2:32].[Na].Cl. (5) Given the product [OH:12][CH2:10][C:2]1[CH:3]=[CH:4][C:5]([C:7]([O:9][CH2:21][CH3:22])=[O:8])=[CH:6][N:1]=1, predict the reactants needed to synthesize it. The reactants are: [N:1]1[CH:6]=[C:5]([C:7]([O-:9])=[O:8])[CH:4]=[CH:3][C:2]=1[C:10]([O:12]CC)=O.[BH4-].[Na+].[Cl-].[Ca+2].[Cl-].O.[CH2:21](O)[CH3:22]. (6) Given the product [NH2:8][C:6]1[CH:5]=[CH:4][C:3]([CH:11]2[CH2:16][CH2:15][N:14]([C:17]([O:19][CH2:20][CH2:21][Si:22]([CH3:25])([CH3:24])[CH3:23])=[O:18])[CH2:13][CH2:12]2)=[C:2]([CH3:1])[CH:7]=1, predict the reactants needed to synthesize it. The reactants are: [CH3:1][C:2]1[CH:7]=[C:6]([N+:8]([O-])=O)[CH:5]=[CH:4][C:3]=1[C:11]1[CH2:16][CH2:15][N:14]([C:17]([O:19][CH2:20][CH2:21][Si:22]([CH3:25])([CH3:24])[CH3:23])=[O:18])[CH2:13][CH:12]=1.[H][H]. (7) Given the product [Cl:12][C:10]1[CH:9]=[CH:8][CH:7]=[C:6]2[C:11]=1[CH:2]=[N:3][C:4]([NH2:13])=[CH:5]2, predict the reactants needed to synthesize it. The reactants are: Br[C:2]1[C:11]2[C:6](=[CH:7][CH:8]=[CH:9][C:10]=2[Cl:12])[CH:5]=[C:4]([NH:13]C(=O)C)[N:3]=1.C(=O)([O-])[O-].[K+].[K+]. (8) Given the product [CH2:51]([O:50][C:48]([CH:47]1[CH2:53][CH2:54][N:44]([C:29]2[N:28]=[C:27]([N:22]3[CH2:21][C@@H:20]([N:7]([CH2:6][C:5]4[CH:4]=[C:3]([C:2]([F:42])([F:43])[F:1])[CH:37]=[C:36]([C:38]([F:41])([F:40])[F:39])[CH:35]=4)[C:8]4[N:9]=[CH:10][C:11]([C:14]5[CH:15]=[N:16][N:17]([CH3:19])[CH:18]=5)=[CH:12][N:13]=4)[CH2:24][C@H:23]3[CH2:25][CH3:26])[C:32]([Cl:33])=[CH:31][N:30]=2)[CH2:45][CH2:46]1)=[O:49])[CH3:52], predict the reactants needed to synthesize it. The reactants are: [F:1][C:2]([F:43])([F:42])[C:3]1[CH:4]=[C:5]([CH:35]=[C:36]([C:38]([F:41])([F:40])[F:39])[CH:37]=1)[CH2:6][N:7]([C@H:20]1[CH2:24][C@@H:23]([CH2:25][CH3:26])[N:22]([C:27]2[C:32]([Cl:33])=[CH:31][N:30]=[C:29](Cl)[N:28]=2)[CH2:21]1)[C:8]1[N:13]=[CH:12][C:11]([C:14]2[CH:15]=[N:16][N:17]([CH3:19])[CH:18]=2)=[CH:10][N:9]=1.[NH:44]1[CH2:54][CH2:53][CH:47]([C:48]([O:50][CH2:51][CH3:52])=[O:49])[CH2:46][CH2:45]1.C(N(C(C)C)CC)(C)C.